From a dataset of Catalyst prediction with 721,799 reactions and 888 catalyst types from USPTO. Predict which catalyst facilitates the given reaction. (1) Reactant: [F:1][C:2]([F:29])([F:28])[C:3](=[O:27])[CH2:4][CH2:5][CH2:6][CH2:7][CH2:8][CH2:9][C:10]([NH:12][C:13]1[CH:14]=[C:15]([C:19]2[CH:24]=[CH:23][C:22](SC)=[CH:21][CH:20]=2)[CH:16]=[CH:17][CH:18]=1)=[O:11].[C:30]([O-])(O)=O.[Na+].O[O:36][S:37]([O-:39])=O.[K+]. Product: [F:1][C:2]([F:28])([F:29])[C:3](=[O:27])[CH2:4][CH2:5][CH2:6][CH2:7][CH2:8][CH2:9][C:10]([NH:12][C:13]1[CH:14]=[C:15]([C:19]2[CH:24]=[CH:23][C:22]([S:37]([CH3:30])(=[O:39])=[O:36])=[CH:21][CH:20]=2)[CH:16]=[CH:17][CH:18]=1)=[O:11]. The catalyst class is: 24. (2) Reactant: [NH:1]1[CH2:7][CH2:6][CH2:5][CH:4]([C:8]2[N:16]3[C:11]([C:12]([NH2:17])=[N:13][CH:14]=[N:15]3)=[C:10]([C:18]3[CH:19]=[CH:20][C:21]4[C:25]([CH:26]=3)=[N:24][N:23]([CH2:27][C:28]3[CH:33]=[CH:32][CH:31]=[CH:30][CH:29]=3)[CH:22]=4)[CH:9]=2)[CH2:3][CH2:2]1.[CH3:34][S:35](Cl)(=[O:37])=[O:36].C(N(CC)C(C)C)(C)C. Product: [CH2:27]([N:23]1[CH:22]=[C:21]2[C:25]([CH:26]=[C:18]([C:10]3[CH:9]=[C:8]([CH:4]4[CH2:5][CH2:6][CH2:7][N:1]([S:35]([CH3:34])(=[O:37])=[O:36])[CH2:2][CH2:3]4)[N:16]4[C:11]=3[C:12]([NH2:17])=[N:13][CH:14]=[N:15]4)[CH:19]=[CH:20]2)=[N:24]1)[C:28]1[CH:33]=[CH:32][CH:31]=[CH:30][CH:29]=1. The catalyst class is: 3. (3) Reactant: [CH2:1]([O:3][C:4]([N:6]1[CH2:11][CH2:10][C:9]2[O:12][C:13]3[C:18]([O:19][CH3:20])=[CH:17][CH:16]=[CH:15][C:14]=3[C:8]=2[CH2:7]1)=[O:5])[CH3:2].Cl[CH:22]([O:24]C)Cl. Product: [CH2:1]([O:3][C:4]([N:6]1[CH2:11][CH2:10][C:9]2[O:12][C:13]3[C:18]([O:19][CH3:20])=[CH:17][CH:16]=[C:15]([CH:22]=[O:24])[C:14]=3[C:8]=2[CH2:7]1)=[O:5])[CH3:2]. The catalyst class is: 4. (4) The catalyst class is: 53. Reactant: [Br:1][C:2]1[CH:7]=[CH:6][CH:5]=[C:4]([C:8]([F:11])([F:10])[F:9])[C:3]=1[CH3:12].C1C(=O)N([Br:20])C(=O)C1.C(OOC(=O)C1C=CC=CC=1)(=O)C1C=CC=CC=1. Product: [Br:1][C:2]1[CH:7]=[CH:6][CH:5]=[C:4]([C:8]([F:9])([F:10])[F:11])[C:3]=1[CH2:12][Br:20]. (5) Reactant: [CH2:1]([O:8][CH2:9][C@H:10]([NH:25][C:26]([O:28][C:29]([CH3:32])([CH3:31])[CH3:30])=[O:27])[C@@H:11]([N:13]([CH2:18][CH2:19]OS(C)(=O)=O)[S:14]([CH3:17])(=[O:16])=[O:15])[CH3:12])[C:2]1[CH:7]=[CH:6][CH:5]=[CH:4][CH:3]=1.[H-].[Na+].[NH4+].[Cl-]. Product: [CH2:1]([O:8][CH2:9][C@H:10]1[C@H:11]([CH3:12])[N:13]([S:14]([CH3:17])(=[O:16])=[O:15])[CH2:18][CH2:19][N:25]1[C:26]([O:28][C:29]([CH3:30])([CH3:31])[CH3:32])=[O:27])[C:2]1[CH:3]=[CH:4][CH:5]=[CH:6][CH:7]=1. The catalyst class is: 1. (6) Reactant: [Cl:1][C:2]1[CH:3]=[N+:4]([O-:27])[CH:5]=[C:6]([Cl:26])[C:7]=1[CH2:8][C@@H:9]([C:11]1[CH:16]=[CH:15][C:14]([O:17][CH:18]([F:20])[F:19])=[C:13]([O:21][CH2:22][CH:23]2[CH2:25][CH2:24]2)[CH:12]=1)[OH:10].C(Cl)CCl.[CH3:32][N:33]([C@H:43]([CH3:47])[C:44](O)=[O:45])[S:34]([C:37]1[CH:42]=[CH:41][CH:40]=[CH:39][CH:38]=1)(=[O:36])=[O:35]. Product: [Cl:1][C:2]1[CH:3]=[N+:4]([O-:27])[CH:5]=[C:6]([Cl:26])[C:7]=1[CH2:8][C@@H:9]([C:11]1[CH:16]=[CH:15][C:14]([O:17][CH:18]([F:20])[F:19])=[C:13]([O:21][CH2:22][CH:23]2[CH2:25][CH2:24]2)[CH:12]=1)[O:10][C:44](=[O:45])[C@H:43]([N:33]([CH3:32])[S:34]([C:37]1[CH:42]=[CH:41][CH:40]=[CH:39][CH:38]=1)(=[O:36])=[O:35])[CH3:47]. The catalyst class is: 79. (7) Reactant: [O:1]1[C:6]2[CH:7]=[CH:8][C:9]([OH:11])=[CH:10][C:5]=2[O:4][CH2:3][CH2:2]1.[H-].[Na+].Br[CH2:15][O:16][CH3:17]. Product: [CH3:15][O:16][CH2:17][O:11][C:9]1[CH:8]=[CH:7][C:6]2[O:1][CH2:2][CH2:3][O:4][C:5]=2[CH:10]=1. The catalyst class is: 7.